This data is from Forward reaction prediction with 1.9M reactions from USPTO patents (1976-2016). The task is: Predict the product of the given reaction. (1) The product is: [O:23]=[C:11]([CH2:17][CH3:19])[C:12]([O:14][CH2:15][CH3:16])=[O:13]. Given the reactants ClC1C=CC(N)=CC=1.C([CH:11]([C:17]([CH3:19])=O)[C:12]([O:14][CH2:15][CH3:16])=[O:13])C.Cl.C([OH:23])C, predict the reaction product. (2) Given the reactants [Si:1]([O:8][CH2:9][C:10]1[N:11](C)[C:12]2[C:17]([CH:18]=1)=[C:16]([CH:19]=[CH2:20])[C:15]([CH:21]=[O:22])=[CH:14][CH:13]=2)([C:4]([CH3:7])([CH3:6])[CH3:5])([CH3:3])[CH3:2].[CH2:24]([Mg]Br)[CH2:25][CH:26]=[CH2:27], predict the reaction product. The product is: [Si:1]([O:8][CH2:9][C:10]1[NH:11][C:12]2[C:17]([CH:18]=1)=[C:16]([CH:19]=[CH2:20])[C:15]([CH:21]([OH:22])[CH2:27][CH2:26][CH:25]=[CH2:24])=[CH:14][CH:13]=2)([C:4]([CH3:7])([CH3:5])[CH3:6])([CH3:3])[CH3:2]. (3) Given the reactants [NH2:1][C:2]1[CH:3]=[C:4]([CH3:10])[C:5](=[O:9])[N:6]([CH3:8])[CH:7]=1.[F:11][C:12]([F:22])([F:21])[C:13]1[CH:14]=[C:15]([CH:18]=[CH:19][CH:20]=1)[CH:16]=O.CC[O:25][C:26]([C:28]([CH2:30][C:31]([CH3:33])=[O:32])=[O:29])=O, predict the reaction product. The product is: [C:31]([CH:30]1[CH:16]([C:15]2[CH:18]=[CH:19][CH:20]=[C:13]([C:12]([F:22])([F:21])[F:11])[CH:14]=2)[N:1]([C:2]2[CH:3]=[C:4]([CH3:10])[C:5](=[O:9])[N:6]([CH3:8])[CH:7]=2)[C:26](=[O:25])[C:28]1=[O:29])(=[O:32])[CH3:33]. (4) Given the reactants O[C:2]1([C:24]2[CH:29]=[CH:28][CH:27]=[C:26]([O:30][CH3:31])[CH:25]=2)[C:6]2[C:7]([CH3:21])=[C:8]([NH:13][C:14](=[O:20])[CH2:15][C:16]([CH3:19])([CH3:18])[CH3:17])[C:9]([CH3:12])=[C:10]([CH3:11])[C:5]=2[O:4][C:3]1([CH3:23])[CH3:22], predict the reaction product. The product is: [CH3:31][O:30][C:26]1[CH:25]=[C:24]([CH:2]2[C:6]3[C:7]([CH3:21])=[C:8]([NH:13][C:14](=[O:20])[CH2:15][C:16]([CH3:17])([CH3:18])[CH3:19])[C:9]([CH3:12])=[C:10]([CH3:11])[C:5]=3[O:4][C:3]2([CH3:23])[CH3:22])[CH:29]=[CH:28][CH:27]=1. (5) The product is: [CH3:1][C:2]1[N:7]=[C:6]([NH:8][S:9]([C:12]2[S:16][C:15]([C:24]3[CH:25]=[CH:26][C:21]([C:19]#[N:20])=[CH:22][CH:23]=3)=[N:14][C:13]=2[CH3:18])(=[O:11])=[O:10])[CH:5]=[CH:4][CH:3]=1. Given the reactants [CH3:1][C:2]1[N:7]=[C:6]([NH:8][S:9]([C:12]2[S:16][C:15](Br)=[N:14][C:13]=2[CH3:18])(=[O:11])=[O:10])[CH:5]=[CH:4][CH:3]=1.[C:19]([C:21]1[CH:26]=[CH:25][C:24](B(O)O)=[CH:23][CH:22]=1)#[N:20].C(=O)([O-])[O-].[Cs+].[Cs+], predict the reaction product. (6) Given the reactants [CH2:1]([S:8]([NH:11][C:12]([CH:14]1[CH2:17][N:16]([C:18]2[C:28]([C:29]#[N:30])=[CH:27][C:21]([C:22]([O:24][CH2:25][CH3:26])=[O:23])=[C:20]([CH2:31]Cl)[N:19]=2)[CH2:15]1)=[O:13])(=[O:10])=[O:9])[C:2]1[CH:7]=[CH:6][CH:5]=[CH:4][CH:3]=1.[SH:33][CH2:34][CH2:35][OH:36], predict the reaction product. The product is: [CH2:1]([S:8]([NH:11][C:12]([CH:14]1[CH2:17][N:16]([C:18]2[C:28]([C:29]#[N:30])=[CH:27][C:21]([C:22]([O:24][CH2:25][CH3:26])=[O:23])=[C:20]([CH2:31][S:33][CH2:34][CH2:35][OH:36])[N:19]=2)[CH2:15]1)=[O:13])(=[O:10])=[O:9])[C:2]1[CH:7]=[CH:6][CH:5]=[CH:4][CH:3]=1. (7) Given the reactants [Cl:1][C:2]1[CH:7]=[CH:6][C:5]([C:8]2[N:9]=[C:10]([C:13]([OH:15])=O)[S:11][CH:12]=2)=[CH:4][CH:3]=1.C1N=CN(C(N2C=NC=C2)=O)C=1.[O:28]([C:35]1[CH:42]=[CH:41][C:38]([CH2:39][NH2:40])=[CH:37][CH:36]=1)[C:29]1[CH:34]=[CH:33][CH:32]=[CH:31][CH:30]=1, predict the reaction product. The product is: [O:28]([C:35]1[CH:36]=[CH:37][C:38]([CH2:39][NH:40][C:13]([C:10]2[S:11][CH:12]=[C:8]([C:5]3[CH:4]=[CH:3][C:2]([Cl:1])=[CH:7][CH:6]=3)[N:9]=2)=[O:15])=[CH:41][CH:42]=1)[C:29]1[CH:30]=[CH:31][CH:32]=[CH:33][CH:34]=1. (8) Given the reactants [CH3:1][N:2]1[CH:6]=[CH:5][N:4]=[N:3]1.[Li]CCCC.[C:12]([O:16][C:17]([N:19]1[CH2:22][CH:21]([C:23]([C:25]2[CH:26]=[C:27]3[C:32](=[CH:33][CH:34]=2)[N:31]=[C:30]([O:35][CH3:36])[C:29]([CH2:37][C:38]2[CH:43]=[CH:42][C:41]([C:44]([F:47])([F:46])[F:45])=[CH:40][CH:39]=2)=[C:28]3[Cl:48])=[O:24])[CH2:20]1)=[O:18])([CH3:15])([CH3:14])[CH3:13], predict the reaction product. The product is: [C:12]([O:16][C:17]([N:19]1[CH2:20][CH:21]([C:23]([C:25]2[CH:26]=[C:27]3[C:32](=[CH:33][CH:34]=2)[N:31]=[C:30]([O:35][CH3:36])[C:29]([CH2:37][C:38]2[CH:39]=[CH:40][C:41]([C:44]([F:47])([F:46])[F:45])=[CH:42][CH:43]=2)=[C:28]3[Cl:48])([OH:24])[C:6]2[N:2]([CH3:1])[N:3]=[N:4][CH:5]=2)[CH2:22]1)=[O:18])([CH3:15])([CH3:13])[CH3:14]. (9) Given the reactants [Cl:1][C:2]1[CH:11]=[C:10]2[C:5]([CH:6]=[C:7]([OH:13])[C:8]([CH3:12])=[N:9]2)=[CH:4][N:3]=1.N1C=CC=CC=1.[F:20][C:21]([F:34])([F:33])[S:22](O[S:22]([C:21]([F:34])([F:33])[F:20])(=[O:24])=[O:23])(=[O:24])=[O:23], predict the reaction product. The product is: [F:20][C:21]([F:34])([F:33])[S:22]([O:13][C:7]1[C:8]([CH3:12])=[N:9][C:10]2[C:5]([CH:6]=1)=[CH:4][N:3]=[C:2]([Cl:1])[CH:11]=2)(=[O:24])=[O:23]. (10) Given the reactants [CH3:1][O:2][C:3]1[CH:24]=[CH:23][C:6]([CH2:7][N:8]([C@@H:19]([CH3:22])[CH:20]=[O:21])[C:9](=[O:18])[O:10][CH2:11][C:12]2[CH:17]=[CH:16][CH:15]=[CH:14][CH:13]=2)=[CH:5][CH:4]=1.Br[CH2:26][C:27]([CH3:29])=[CH2:28], predict the reaction product. The product is: [OH:21][CH:20]([CH2:28][C:27]([CH3:29])=[CH2:26])[CH:19]([N:8]([CH2:7][C:6]1[CH:5]=[CH:4][C:3]([O:2][CH3:1])=[CH:24][CH:23]=1)[C:9](=[O:18])[O:10][CH2:11][C:12]1[CH:17]=[CH:16][CH:15]=[CH:14][CH:13]=1)[CH3:22].